From a dataset of Experimentally validated miRNA-target interactions with 360,000+ pairs, plus equal number of negative samples. Binary Classification. Given a miRNA mature sequence and a target amino acid sequence, predict their likelihood of interaction. The miRNA is hsa-miR-875-3p with sequence CCUGGAAACACUGAGGUUGUG. The protein sequence of the target gene is MFYFHCPPQLEGTAPFGNHSTGDFDDGFLRRKQRRNRTTFTLQQLEALEAVFAQTHYPDVFTREELAMKINLTEARVQVWFQNRRAKWRKTERGASDQEPGAKEPMAEVTPPPVRNINSPPPGDQTRSKKEALEAQQSLGRTVGPTGPFFPSCLPGTLLNTATYAQALSHVASLKGGPLCSCCVPDPMGLSFLPTYGCQSNRTASVAALRMKAREHSEAVLQSANLLPSTSSSPGPASKQAPPEGSQDKTSPTKEQSEGEKSV. Result: 0 (no interaction).